Dataset: Forward reaction prediction with 1.9M reactions from USPTO patents (1976-2016). Task: Predict the product of the given reaction. (1) Given the reactants C(O[C:4]([C:6]1[N:7]=[C:8]([C:25]#[N:26])[C:9]2[C:14]([C:15]=1[OH:16])=[CH:13][CH:12]=[C:11]([O:17][CH2:18][C:19]1[CH:24]=[CH:23][CH:22]=[CH:21][CH:20]=1)[CH:10]=2)=[O:5])C.[NH2:27][CH2:28][C:29]([OH:31])=[O:30].Cl, predict the reaction product. The product is: [CH2:18]([O:17][C:11]1[CH:10]=[C:9]2[C:14]([C:15]([OH:16])=[C:6]([C:4]([NH:27][CH2:28][C:29]([OH:31])=[O:30])=[O:5])[N:7]=[C:8]2[C:25]#[N:26])=[CH:13][CH:12]=1)[C:19]1[CH:24]=[CH:23][CH:22]=[CH:21][CH:20]=1. (2) Given the reactants [CH3:1][O:2][C:3](=[O:15])[C:4]1[CH:9]=[C:8]([S:10]([CH3:13])(=[O:12])=[O:11])[CH:7]=[CH:6][C:5]=1Cl.[CH3:16][CH:17]1[CH2:22][CH2:21][CH2:20][CH2:19][NH:18]1, predict the reaction product. The product is: [CH3:1][O:2][C:3](=[O:15])[C:4]1[CH:9]=[C:8]([S:10]([CH3:13])(=[O:12])=[O:11])[CH:7]=[CH:6][C:5]=1[N:18]1[CH2:19][CH2:20][CH2:21][CH2:22][CH:17]1[CH3:16]. (3) The product is: [C:1]([O:5][C:6](=[O:29])[C@@H:7]([CH:26]([CH3:27])[CH3:28])[N:8]([CH2:37][CH2:38][CH:39]([CH3:41])[CH3:40])[S:9]([C:12]1[CH:21]=[CH:20][C:19]2[C:14](=[CH:15][CH:16]=[C:17]([O:22][C:23](=[O:25])[CH3:24])[CH:18]=2)[CH:13]=1)(=[O:11])=[O:10])([CH3:4])([CH3:3])[CH3:2]. Given the reactants [C:1]([O:5][C:6](=[O:29])[C@@H:7]([CH:26]([CH3:28])[CH3:27])[NH:8][S:9]([C:12]1[CH:21]=[CH:20][C:19]2[C:14](=[CH:15][CH:16]=[C:17]([O:22][C:23](=[O:25])[CH3:24])[CH:18]=2)[CH:13]=1)(=[O:11])=[O:10])([CH3:4])([CH3:3])[CH3:2].C(=O)([O-])[O-].[K+].[K+].Br[CH2:37][CH2:38][CH:39]([CH3:41])[CH3:40].O, predict the reaction product. (4) The product is: [CH2:15]([C:17]1[CH:18]=[N:19][C:20]([O:23][CH:24]2[CH2:29][CH2:28][N:27]([C:30]([C@@H:31]([NH:35][C:48]([C:39]3[C:38]([OH:37])=[N:47][C:46]4[C:41](=[CH:42][CH:43]=[CH:44][CH:45]=4)[N:40]=3)=[O:49])[CH:32]([CH3:33])[CH3:34])=[O:36])[CH2:26][CH2:25]2)=[N:21][CH:22]=1)[CH3:16]. Given the reactants Cl.C(N=C=NCCCN(C)C)C.Cl.Cl.[CH2:15]([C:17]1[CH:18]=[N:19][C:20]([O:23][CH:24]2[CH2:29][CH2:28][N:27]([C:30](=[O:36])[C@@H:31]([NH2:35])[CH:32]([CH3:34])[CH3:33])[CH2:26][CH2:25]2)=[N:21][CH:22]=1)[CH3:16].[OH:37][C:38]1[C:39]([C:48](O)=[O:49])=[N:40][C:41]2[C:46]([N:47]=1)=[CH:45][CH:44]=[CH:43][CH:42]=2.O.ON1C2C=CC=CC=2N=N1.CN1CCOCC1, predict the reaction product. (5) Given the reactants [C:1]([O:4][CH2:5]/[C:6](/[C:17]1[CH:22]=[CH:21][C:20]([S:23]([CH3:26])(=[O:25])=[O:24])=[CH:19][CH:18]=1)=[C:7](/[C:11]1[CH:16]=[CH:15][CH:14]=[CH:13][CH:12]=1)\[C:8]([OH:10])=[O:9])(=[O:3])[CH3:2].[N+:27]([O:30][CH:31]([CH2:36][O:37][N+:38]([O-:40])=[O:39])[CH2:32][CH2:33][CH2:34]O)([O-:29])=[O:28].CCN=C=NCCCN(C)C, predict the reaction product. The product is: [C:1]([O:4][CH2:5]/[C:6](/[C:17]1[CH:22]=[CH:21][C:20]([S:23]([CH3:26])(=[O:25])=[O:24])=[CH:19][CH:18]=1)=[C:7](/[C:11]1[CH:16]=[CH:15][CH:14]=[CH:13][CH:12]=1)\[C:8]([O:10][CH2:34][CH2:33][CH2:32][CH:31]([O:30][N+:27]([O-:29])=[O:28])[CH2:36][O:37][N+:38]([O-:40])=[O:39])=[O:9])(=[O:3])[CH3:2]. (6) Given the reactants C(NC(C)C)(C)C.C([Li])CCC.[CH2:13]([CH:15]([CH2:20][CH2:21][CH2:22][CH3:23])[C:16]([O:18][CH3:19])=[O:17])[CH3:14].[CH2:24]=[O:25].[Cl-].[NH4+], predict the reaction product. The product is: [CH2:13]([C:15]([CH2:24][OH:25])([CH2:20][CH2:21][CH2:22][CH3:23])[C:16]([O:18][CH3:19])=[O:17])[CH3:14]. (7) Given the reactants [OH:1][C:2]1[C:6]([CH3:13])([C:7]2[CH:12]=[CH:11][CH:10]=[CH:9][CH:8]=2)[O:5][C:4](=[O:14])[CH:3]=1.[CH:15](=O)[C:16]1[CH:21]=[CH:20][CH:19]=[CH:18][CH:17]=1.[Cl:23][C:24]1[CH:25]=[C:26]2[C:30](=[CH:31][CH:32]=1)[NH:29][CH:28]=[C:27]2[CH2:33][C:34]([NH:37][C:38](=[O:40])[CH3:39])([CH3:36])[CH3:35], predict the reaction product. The product is: [Cl:23][C:24]1[CH:25]=[C:26]2[C:30](=[CH:31][CH:32]=1)[NH:29][C:28]([CH:15]([C:3]1[C:4](=[O:14])[O:5][C:6]([CH3:13])([C:7]3[CH:12]=[CH:11][CH:10]=[CH:9][CH:8]=3)[C:2]=1[OH:1])[C:16]1[CH:21]=[CH:20][CH:19]=[CH:18][CH:17]=1)=[C:27]2[CH2:33][C:34]([NH:37][C:38](=[O:40])[CH3:39])([CH3:36])[CH3:35]. (8) Given the reactants C[O-].[Na+].[Na].C([O:13][C@@H:14]1[C@H:18]([O:19]C(=O)C2C=CC=CC=2)[C@@H:17]([CH2:28][O:29]C(=O)C2C=CC=CC=2)[O:16][C@H:15]1[N:38]1[C:42]2[C:43](=[NH:50])[NH:44][C:45](=[NH:49])[NH:46][C:47](=[NH:48])[C:41]=2[N:40]=[CH:39]1)(=O)C1C=CC=CC=1.Cl, predict the reaction product. The product is: [NH:48]=[C:47]1[NH:46][C:45](=[NH:49])[NH:44][C:43](=[NH:50])[C:42]2[N:38]([C@@H:15]3[O:16][C@H:17]([CH2:28][OH:29])[C@@H:18]([OH:19])[C@H:14]3[OH:13])[CH:39]=[N:40][C:41]1=2.